From a dataset of Full USPTO retrosynthesis dataset with 1.9M reactions from patents (1976-2016). Predict the reactants needed to synthesize the given product. (1) Given the product [S:34]1[C:30]([C:2]2[N:3]=[C:4]([N:11]3[C:19]4[C:14](=[CH:15][C:16]([CH2:20][C:21]([O:23][CH3:24])=[O:22])=[CH:17][CH:18]=4)[CH2:13][CH2:12]3)[C:5]3[CH2:10][CH2:9][CH2:8][C:6]=3[N:7]=2)=[CH:31][N:32]=[CH:33]1, predict the reactants needed to synthesize it. The reactants are: Cl[C:2]1[N:3]=[C:4]([N:11]2[C:19]3[C:14](=[CH:15][C:16]([CH2:20][C:21]([O:23][CH3:24])=[O:22])=[CH:17][CH:18]=3)[CH2:13][CH2:12]2)[C:5]2[CH2:10][CH2:9][CH2:8][C:6]=2[N:7]=1.C([Sn](CCCC)(CCCC)[C:30]1[S:34][CH:33]=[N:32][CH:31]=1)CCC. (2) Given the product [Br:1][C:2]1[CH:3]=[C:4]2[C:5]([C:18]([C:17]3[CH:21]=[CH:22][CH:23]=[C:24]([O:25][CH3:26])[C:16]=3[F:15])=[O:19])=[CH:6][NH:7][C:8]2=[N:9][CH:10]=1, predict the reactants needed to synthesize it. The reactants are: [Br:1][C:2]1[CH:3]=[C:4]2[C:8](=[N:9][CH:10]=1)[NH:7][CH:6]=[CH:5]2.[Cl-].[Cl-].[Cl-].[Al+3].[F:15][C:16]1[C:24]([O:25][CH3:26])=[CH:23][CH:22]=[CH:21][C:17]=1[C:18](Cl)=[O:19].O. (3) Given the product [CH2:1]([O:8][CH2:9][CH2:10][N:11]1[CH:15]=[C:14]([N:16]2[CH:21]=[CH:20][C:19](=[O:22])[C:18]([CH:23]([C:24]3[CH:29]=[CH:28][CH:27]=[C:26]([C:30]4[N:35]=[CH:34][C:33]([O:36][CH2:37][CH3:38])=[CH:32][N:31]=4)[CH:25]=3)[CH3:39])=[N:17]2)[CH:13]=[N:12]1)[C:2]1[CH:3]=[CH:4][CH:5]=[CH:6][CH:7]=1, predict the reactants needed to synthesize it. The reactants are: [CH2:1]([O:8][CH2:9][CH2:10][N:11]1[CH:15]=[C:14]([N:16]2[CH:21]=[CH:20][C:19](=[O:22])[C:18]([CH2:23][C:24]3[CH:29]=[CH:28][CH:27]=[C:26]([C:30]4[N:35]=[CH:34][C:33]([O:36][CH2:37][CH3:38])=[CH:32][N:31]=4)[CH:25]=3)=[N:17]2)[CH:13]=[N:12]1)[C:2]1[CH:7]=[CH:6][CH:5]=[CH:4][CH:3]=1.[CH2:39](OC1C=NC(C2C=C(C(C3C(=O)C=CN(C4C=NN(C)C=4)N=3)C)C=CC=2)=NC=1)C. (4) Given the product [CH2:4]([O:11][C:12]1[C:17]([C:18]([O:20][CH2:21][CH3:22])=[O:19])=[C:16]([CH3:23])[C:15]([C:1]#[N:2])=[CH:14][CH:13]=1)[C:5]1[CH:10]=[CH:9][CH:8]=[CH:7][CH:6]=1, predict the reactants needed to synthesize it. The reactants are: [C:1]([Cu])#[N:2].[CH2:4]([O:11][C:12]1[C:17]([C:18]([O:20][CH2:21][CH3:22])=[O:19])=[C:16]([CH3:23])[C:15](Br)=[CH:14][CH:13]=1)[C:5]1[CH:10]=[CH:9][CH:8]=[CH:7][CH:6]=1. (5) Given the product [CH3:20][O:21][CH:7]([O:8][CH3:9])[C:4]1[CH:5]=[CH:6][N:1]=[CH:2][CH:3]=1, predict the reactants needed to synthesize it. The reactants are: [N:1]1[CH:6]=[CH:5][C:4]([CH:7]=[O:8])=[CH:3][CH:2]=1.[CH3:9]C1C=CC(S(O)(=O)=O)=CC=1.[CH3:20][OH:21]. (6) Given the product [CH2:45]([N:52]([C:19]([C:32]1[CH:37]=[CH:36][CH:35]=[CH:34][CH:33]=1)([C:26]1[CH:27]=[CH:28][CH:29]=[CH:30][CH:31]=1)[C:20]1[CH:25]=[CH:24][CH:23]=[CH:22][CH:21]=1)[C:6](=[O:7])[C@@H:5]([CH2:9][OH:10])[NH2:4])[C:46]1[CH:51]=[CH:50][CH:49]=[CH:48][CH:47]=1, predict the reactants needed to synthesize it. The reactants are: CC([NH:4][C@@H:5]([C:9](NCC1C=CC=CC=1)=[O:10])[CH2:6][O:7]C)=O.[C:19](N[C@@H](C(O)=O)CO)([C:32]1[CH:37]=[CH:36][CH:35]=[CH:34][CH:33]=1)([C:26]1[CH:31]=[CH:30][CH:29]=[CH:28][CH:27]=1)[C:20]1[CH:25]=[CH:24][CH:23]=[CH:22][CH:21]=1.[CH2:45]([NH2:52])[C:46]1[CH:51]=[CH:50][CH:49]=[CH:48][CH:47]=1.ClC(OCC(C)C)=O.CN1CCOCC1. (7) Given the product [Cl:16][C:17]1[N:18]=[CH:19][C:20]([CH3:23])=[CH:21][C:22]=1[C:24]([OH:26])=[O:25], predict the reactants needed to synthesize it. The reactants are: CC1(C)CCCC(C)(C)N1.C([Li])CCC.[Cl:16][C:17]1[CH:22]=[CH:21][C:20]([CH3:23])=[CH:19][N:18]=1.[C:24](=[O:26])=[O:25].